Predict the reactants needed to synthesize the given product. From a dataset of Full USPTO retrosynthesis dataset with 1.9M reactions from patents (1976-2016). (1) Given the product [N:13]([CH2:2][C:3]1[CH:8]=[CH:7][N:6]=[C:5]([C:9]([O:11][CH3:12])=[O:10])[CH:4]=1)=[N+:14]=[N-:15], predict the reactants needed to synthesize it. The reactants are: Br[CH2:2][C:3]1[CH:8]=[CH:7][N:6]=[C:5]([C:9]([O:11][CH3:12])=[O:10])[CH:4]=1.[N-:13]=[N+:14]=[N-:15].[Na+]. (2) Given the product [CH3:64][N:2]([CH3:1])[C:3]1[CH:4]=[CH:5][C:6]([N:9]=[N:10][C:11]2[CH:63]=[CH:62][C:14]([C:15]([NH:17][CH2:18][CH:19]([CH2:35][CH2:36][C:37]([F:61])([F:60])[C:38]([F:59])([F:58])[C:39]([F:56])([F:57])[C:40]([F:54])([F:55])[C:41]([F:52])([F:53])[C:42]([F:51])([F:50])[C:43]([F:48])([F:49])[C:44]([F:47])([F:46])[F:45])[C:20]([NH:22][CH2:23][CH2:24][CH2:25][O:26][CH2:27][CH:28]([OH:29])[CH2:32][OH:31])=[O:21])=[O:16])=[CH:13][CH:12]=2)=[CH:7][CH:8]=1, predict the reactants needed to synthesize it. The reactants are: [CH3:1][N:2]([CH3:64])[C:3]1[CH:8]=[CH:7][C:6]([N:9]=[N:10][C:11]2[CH:63]=[CH:62][C:14]([C:15]([NH:17][CH2:18][CH:19]([CH2:35][CH2:36][C:37]([F:61])([F:60])[C:38]([F:59])([F:58])[C:39]([F:57])([F:56])[C:40]([F:55])([F:54])[C:41]([F:53])([F:52])[C:42]([F:51])([F:50])[C:43]([F:49])([F:48])[C:44]([F:47])([F:46])[F:45])[C:20]([NH:22][CH2:23][CH2:24][CH2:25][O:26][CH2:27][CH:28]3[CH2:32][O:31]C(C)(C)[O:29]3)=[O:21])=[O:16])=[CH:13][CH:12]=2)=[CH:5][CH:4]=1. (3) Given the product [Cl:13][C:14]1[CH:19]=[CH:18][CH:17]=[CH:16][C:15]=1[C:20]1[C:24]([C:25]([O:1]/[N:2]=[C:3](\[NH2:12])/[C:4]2[CH:9]=[CH:8][CH:7]=[C:6]([O:10][CH3:11])[CH:5]=2)=[O:26])=[C:23]([CH3:28])[O:22][N:21]=1, predict the reactants needed to synthesize it. The reactants are: [OH:1]/[N:2]=[C:3](\[NH2:12])/[C:4]1[CH:9]=[CH:8][CH:7]=[C:6]([O:10][CH3:11])[CH:5]=1.[Cl:13][C:14]1[CH:19]=[CH:18][CH:17]=[CH:16][C:15]=1[C:20]1[C:24]([C:25](Cl)=[O:26])=[C:23]([CH3:28])[O:22][N:21]=1.C(N(C(C)C)CC)(C)C.